This data is from Peptide-MHC class II binding affinity with 134,281 pairs from IEDB. The task is: Regression. Given a peptide amino acid sequence and an MHC pseudo amino acid sequence, predict their binding affinity value. This is MHC class II binding data. The peptide sequence is KCIEWEKAQHGA. The MHC is DRB1_0301 with pseudo-sequence DRB1_0301. The binding affinity (normalized) is 0.455.